Dataset: Full USPTO retrosynthesis dataset with 1.9M reactions from patents (1976-2016). Task: Predict the reactants needed to synthesize the given product. (1) Given the product [O:19]=[C:14]1[CH2:15][CH2:16][CH2:17][CH2:18][N:13]1[C:10]1[CH:9]=[CH:8][C:7]([N:1]2[CH2:6][CH2:5][N:4]([CH2:31][CH2:32][CH2:33][CH2:34][C:35]3[C:43]4[C:38](=[CH:39][CH:40]=[C:41]([C:44]#[N:45])[CH:42]=4)[NH:37][CH:36]=3)[CH2:3][CH2:2]2)=[CH:12][CH:11]=1, predict the reactants needed to synthesize it. The reactants are: [N:1]1([C:7]2[CH:12]=[CH:11][C:10]([N:13]3[CH2:18][CH2:17][CH2:16][CH2:15][C:14]3=[O:19])=[CH:9][CH:8]=2)[CH2:6][CH2:5][NH:4][CH2:3][CH2:2]1.CC1C=CC(S(O[CH2:31][CH2:32][CH2:33][CH2:34][C:35]2[C:43]3[C:38](=[CH:39][CH:40]=[C:41]([C:44]#[N:45])[CH:42]=3)[NH:37][CH:36]=2)(=O)=O)=CC=1.C(=O)([O-])[O-].[K+].[K+].[I-].[K+]. (2) The reactants are: [CH3:1][O:2][C:3]1[C:8]([N:9]2[CH2:13][CH2:12][O:11]C2=O)=[CH:7][C:6]([CH3:15])=[CH:5][C:4]=1[N:16]1[CH2:20][CH2:19][O:18]C1=O. Given the product [OH:11][CH2:12][CH2:13][NH:9][C:8]1[CH:7]=[C:6]([CH3:15])[CH:5]=[C:4]([NH:16][CH2:20][CH2:19][OH:18])[C:3]=1[O:2][CH3:1], predict the reactants needed to synthesize it. (3) Given the product [Cl:1][C:2]1[CH:3]=[CH:4][C:5]([C:8]2[N:9]=[C:10]3[CH:15]=[CH:14][CH:13]=[CH:12][N:11]3[C:16]=2[CH2:17][N:18]2[CH2:22][C:21]([N:40]3[CH2:41][CH2:42][CH2:43][CH2:44][CH2:39]3)=[CH:20][C:19]2=[O:29])=[CH:6][CH:7]=1, predict the reactants needed to synthesize it. The reactants are: [Cl:1][C:2]1[CH:7]=[CH:6][C:5]([C:8]2[N:9]=[C:10]3[CH:15]=[CH:14][CH:13]=[CH:12][N:11]3[C:16]=2[CH2:17][N:18]2[CH2:22][C:21](NCCN(C)C)=[CH:20][C:19]2=[O:29])=[CH:4][CH:3]=1.ClC1C=CC(C2N=[C:39]3[CH:44]=[CH:43][CH:42]=[CH:41][N:40]3C=2CN2CC(OC)=CC2=O)=CC=1.N1CCCCC1.